From a dataset of Experimentally validated miRNA-target interactions with 360,000+ pairs, plus equal number of negative samples. Binary Classification. Given a miRNA mature sequence and a target amino acid sequence, predict their likelihood of interaction. (1) The miRNA is hsa-miR-892c-3p with sequence CACUGUUUCCUUUCUGAGUGGA. The protein sequence of the target gene is MELFQAKDHYILQQGERALWCSRRDGGLQLRPATDLLLAWNPICLGLVEGVIGKIQLHSDLPWWLILIRQKALVGKLPGDHEVCKVTKIAVLSLSEMEPQELELELCKKHHFGINKPEKIIPSPDDSKFLLKTFTNIKSNVSAPNKKKVKESKEKEKLERRLLEELLKMFMDSESFYYSLTYDLTNSVQRQSTGERDGRPLWQKVDDRFFWNKYMIQALTEIGTPDVDFWIIPIIQGFVQIEELVVNYNESSDDDKSSPETPPQDSTCVDDIHPRFLVALISRRSRHRAGMRYKRRGVDK.... Result: 0 (no interaction). (2) The miRNA is mmu-miR-124-3p with sequence UAAGGCACGCGGUGAAUGCC. The protein sequence of the target gene is MQHRGFFLLALLALLVVTSAVAKKKEKVKKGSECSEWTWGPCTPSSKDCGMGFREGTCGAQTQRVHCKVPCNWKKEFGADCKYKFESWGACDGSTGTKARQGTLKKARYNAQCQETIRVTKPCTSKTKSKTKAKKGKGKD. Result: 1 (interaction).